This data is from Reaction yield outcomes from USPTO patents with 853,638 reactions. The task is: Predict the reaction yield, written as a fraction of the theoretical maximum amount of product (1.0 means a 100% yield; for example, 0.34 means a 34% yield). (1) The reactants are [CH2:1]([O:3][C:4]1[CH:5]=[C:6]([C:20]2[CH:25]=[CH:24][C:23]([CH2:26][C:27]([NH:29][C:30]3[CH:35]=[CH:34][C:33]([CH2:36][C:37]([CH3:44])([CH3:43])[C:38](OCC)=[O:39])=[C:32]([C:45]([F:48])([F:47])[F:46])[CH:31]=3)=[O:28])=[C:22]([F:49])[CH:21]=2)[CH:7]=[N:8][C:9]=1[O:10][CH2:11][C:12]1[CH:17]=[CH:16][C:15]([O:18][CH3:19])=[CH:14][CH:13]=1)[CH3:2].[H-].[H-].[H-].[H-].[Li+].[Al+3]. The product is [CH2:1]([O:3][C:4]1[CH:5]=[C:6]([C:20]2[CH:25]=[CH:24][C:23]([CH2:26][C:27]([NH:29][C:30]3[CH:35]=[CH:34][C:33]([CH2:36][C:37]([CH3:44])([CH3:43])[CH2:38][OH:39])=[C:32]([C:45]([F:46])([F:48])[F:47])[CH:31]=3)=[O:28])=[C:22]([F:49])[CH:21]=2)[CH:7]=[N:8][C:9]=1[O:10][CH2:11][C:12]1[CH:13]=[CH:14][C:15]([O:18][CH3:19])=[CH:16][CH:17]=1)[CH3:2]. The yield is 0.820. The catalyst is C1COCC1. (2) The reactants are [C:1]([O:5][C:6]([N:8]1[C@@H:12]([CH2:13][NH:14][C:15]2[CH:20]=[CH:19][CH:18]=[C:17]([Cl:21])[N:16]=2)[CH2:11][O:10][C:9]1([CH3:23])[CH3:22])=[O:7])([CH3:4])([CH3:3])[CH3:2].[CH:24](=O)[CH3:25].C(O[BH-](OC(=O)C)OC(=O)C)(=O)C.[Na+].C(O)(=O)C. The catalyst is ClCCCl.C(Cl)Cl. The product is [C:1]([O:5][C:6]([N:8]1[C@@H:12]([CH2:13][N:14]([C:15]2[CH:20]=[CH:19][CH:18]=[C:17]([Cl:21])[N:16]=2)[CH2:24][CH3:25])[CH2:11][O:10][C:9]1([CH3:23])[CH3:22])=[O:7])([CH3:4])([CH3:2])[CH3:3]. The yield is 0.430.